Dataset: Catalyst prediction with 721,799 reactions and 888 catalyst types from USPTO. Task: Predict which catalyst facilitates the given reaction. (1) Reactant: Br[CH2:2][C:3]([O:5][CH2:6][CH3:7])=[O:4].C(=O)([O-])[O-].[K+].[K+].[CH3:14][C:15]1[C:24]2[C:19](=[CH:20][C:21]([CH3:25])=[CH:22][CH:23]=2)[C:18]([N:26]2[CH:30]=[N:29][N:28]=[C:27]2[SH:31])=[CH:17][CH:16]=1.CN(C=O)C. Product: [CH3:14][C:15]1[C:24]2[C:19](=[CH:20][C:21]([CH3:25])=[CH:22][CH:23]=2)[C:18]([N:26]2[CH:30]=[N:29][N:28]=[C:27]2[S:31][CH2:2][C:3]([O:5][CH2:6][CH3:7])=[O:4])=[CH:17][CH:16]=1. The catalyst class is: 20. (2) Reactant: [S:1]1[C:5]([C:6]2[CH:7]=[C:8]3[C:13](=[CH:14][CH:15]=2)[C:12]([Br:16])=[C:11]([O:17][CH2:18][C:19]#[N:20])[CH:10]=[CH:9]3)=[CH:4][C:3]2[CH:21]=[CH:22][CH:23]=[CH:24][C:2]1=2.[C:25](Cl)(=[O:30])[CH2:26][CH2:27][CH2:28][CH3:29].[Sn](Cl)(Cl)(Cl)Cl. Product: [Br:16][C:12]1[C:13]2[C:8](=[CH:7][C:6]([C:5]3[S:1][C:2]4[CH:24]=[CH:23][CH:22]=[CH:21][C:3]=4[C:4]=3[C:25](=[O:30])[CH2:26][CH2:27][CH2:28][CH3:29])=[CH:15][CH:14]=2)[CH:9]=[CH:10][C:11]=1[O:17][CH2:18][C:19]#[N:20]. The catalyst class is: 22. (3) Reactant: Br[C:2]1[C:11]2[C:6](=[CH:7][CH:8]=[CH:9][CH:10]=2)[C:5]([NH2:12])=[CH:4][CH:3]=1.[C:13]1(B(O)O)[CH:18]=[CH:17][CH:16]=[CH:15][CH:14]=1.C(=O)([O-])[O-].[Na+].[Na+]. The catalyst class is: 819. Product: [C:13]1([C:2]2[C:11]3[C:6](=[CH:7][CH:8]=[CH:9][CH:10]=3)[C:5]([NH2:12])=[CH:4][CH:3]=2)[CH:18]=[CH:17][CH:16]=[CH:15][CH:14]=1. (4) Reactant: Cl[C:2]1[N:7]=[C:6]([CH2:8][CH2:9][C:10]2[CH:15]=[CH:14][CH:13]=[CH:12][C:11]=2[C:16]2([C:19]([NH2:21])=[O:20])[CH2:18][CH2:17]2)[C:5]([Cl:22])=[CH:4][N:3]=1.C([O-])([O-])=O.[Cs+].[Cs+].[NH2:29][C:30]1[CH:31]=[CH:32][C:33]([CH:36]2[CH2:41][CH2:40][N:39]([C:42]([O:44][C:45]([CH3:48])([CH3:47])[CH3:46])=[O:43])[CH2:38][CH2:37]2)=[N:34][CH:35]=1.CC1(C)C2C(=C(P(C3C=CC=CC=3)C3C=CC=CC=3)C=CC=2)OC2C(P(C3C=CC=CC=3)C3C=CC=CC=3)=CC=CC1=2. Product: [C:19]([C:16]1([C:11]2[CH:12]=[CH:13][CH:14]=[CH:15][C:10]=2[CH2:9][CH2:8][C:6]2[C:5]([Cl:22])=[CH:4][N:3]=[C:2]([NH:29][C:30]3[CH:31]=[CH:32][C:33]([CH:36]4[CH2:41][CH2:40][N:39]([C:42]([O:44][C:45]([CH3:48])([CH3:47])[CH3:46])=[O:43])[CH2:38][CH2:37]4)=[N:34][CH:35]=3)[N:7]=2)[CH2:18][CH2:17]1)(=[O:20])[NH2:21]. The catalyst class is: 12. (5) The catalyst class is: 5. Product: [CH:19]1([O:18][C:11]2[CH:12]=[C:13]3[C:8](=[CH:9][C:10]=2[O:24][CH3:25])[CH:7]([CH2:26][C:27]2[CH:32]=[CH:31][CH:30]=[C:29]([O:33][CH3:34])[CH:28]=2)[NH:6][CH:15]=[C:14]3[CH:16]=[O:17])[CH2:23][CH2:22][CH2:21][CH2:20]1. Reactant: C(OC([N:6]1[CH:15]=[C:14]([CH:16]=[O:17])[C:13]2[C:8](=[CH:9][C:10]([O:24][CH3:25])=[C:11]([O:18][CH:19]3[CH2:23][CH2:22][CH2:21][CH2:20]3)[CH:12]=2)[CH:7]1[CH2:26][C:27]1[CH:32]=[CH:31][CH:30]=[C:29]([O:33][CH3:34])[CH:28]=1)=O)C.[OH-].[K+]. (6) Reactant: [CH3:1][C:2]1[C:7]([O:8][C:9]2[C:10]([NH:22][C:23]3[S:27][N:26]=[C:25]([C@:28]4([CH3:35])[CH2:32][O:31]C(C)(C)[O:29]4)[N:24]=3)=[N:11][CH:12]=[C:13]([S:15][C:16]3[CH:21]=[CH:20][CH:19]=[CH:18][N:17]=3)[CH:14]=2)=[CH:6][CH:5]=[CH:4][N:3]=1.[ClH:36]. Product: [ClH:36].[CH3:1][C:2]1[C:7]([O:8][C:9]2[C:10]([NH:22][C:23]3[S:27][N:26]=[C:25]([C@:28]([OH:29])([CH3:35])[CH2:32][OH:31])[N:24]=3)=[N:11][CH:12]=[C:13]([S:15][C:16]3[CH:21]=[CH:20][CH:19]=[CH:18][N:17]=3)[CH:14]=2)=[CH:6][CH:5]=[CH:4][N:3]=1. The catalyst class is: 14. (7) Reactant: [NH2:1][CH:2]([CH2:12][C:13]1[CH:18]=[CH:17][CH:16]=[C:15]([O:19][C:20]([F:25])([F:24])[CH:21]([F:23])[F:22])[CH:14]=1)[CH:3]([C:5]1[CH:10]=[CH:9][N:8]=[C:7]([F:11])[CH:6]=1)[OH:4].[C:26]1([C:37](O)=[O:38])[CH:27]=[CH:28][CH:29]=[C:30]2[CH2:36][CH2:35][CH2:34][CH:33]=[CH:32][C:31]=12.Cl.C(N=C=NCCCN(C)C)C.ON1C2C=CC=CC=2N=N1. Product: [F:11][C:7]1[CH:6]=[C:5]([CH:3]([OH:4])[CH:2]([NH:1][C:37]([C:26]2[CH:27]=[CH:28][CH:29]=[C:30]3[CH2:36][CH2:35][CH2:34][CH:33]=[CH:32][C:31]=23)=[O:38])[CH2:12][C:13]2[CH:18]=[CH:17][CH:16]=[C:15]([O:19][C:20]([F:24])([F:25])[CH:21]([F:22])[F:23])[CH:14]=2)[CH:10]=[CH:9][N:8]=1. The catalyst class is: 47.